From a dataset of Catalyst prediction with 721,799 reactions and 888 catalyst types from USPTO. Predict which catalyst facilitates the given reaction. (1) Reactant: [C:1]1([C:23]2[CH:28]=[CH:27][CH:26]=[CH:25][CH:24]=2)[CH:6]=[CH:5][C:4]([NH:7][C:8](=[O:22])[C:9]2[CH:14]=[CH:13][C:12]([O:15][CH3:16])=[C:11]([NH:17][C:18](=[O:21])[CH2:19]Cl)[CH:10]=2)=[CH:3][CH:2]=1.C(N(CC)CC)C.Cl.[C@H:37]12[CH2:43][C@H:40]([NH:41][CH2:42]1)[CH2:39][O:38]2.[I-].[K+]. Product: [C:1]1([C:23]2[CH:28]=[CH:27][CH:26]=[CH:25][CH:24]=2)[CH:6]=[CH:5][C:4]([NH:7][C:8](=[O:22])[C:9]2[CH:14]=[CH:13][C:12]([O:15][CH3:16])=[C:11]([NH:17][C:18](=[O:21])[CH2:19][N:41]3[CH2:42][C@@H:37]4[CH2:43][C@H:40]3[CH2:39][O:38]4)[CH:10]=2)=[CH:3][CH:2]=1. The catalyst class is: 3. (2) Reactant: C(=O)([O-])[O-].[Cs+].[Cs+].Br[CH2:8][C:9]1[CH:18]=[CH:17][C:16]2[C:11](=[CH:12][CH:13]=[CH:14][CH:15]=2)[CH:10]=1.[OH:19][C:20]1[CH:25]=[CH:24][C:23]([S:26]([NH:29][CH2:30][C@H:31]([N:36]2[CH2:41][CH2:40][CH2:39][CH2:38][CH2:37]2)[C:32]([O:34][CH3:35])=[O:33])(=[O:28])=[O:27])=[CH:22][CH:21]=1. Product: [CH:10]1[C:11]2[C:16](=[CH:15][CH:14]=[CH:13][CH:12]=2)[CH:17]=[CH:18][C:9]=1[CH2:8][O:19][C:20]1[CH:21]=[CH:22][C:23]([S:26]([NH:29][CH2:30][C@H:31]([N:36]2[CH2:41][CH2:40][CH2:39][CH2:38][CH2:37]2)[C:32]([O:34][CH3:35])=[O:33])(=[O:28])=[O:27])=[CH:24][CH:25]=1. The catalyst class is: 21. (3) Reactant: C[Si](C)(C)[C:3]1[C:4]([NH:9]C#C)=[N:5][CH:6]=[CH:7][CH:8]=1.[F-].[CH2:15]([N+](CCCC)(CCCC)CCCC)[CH2:16]CC.O. Product: [C:15]([C:3]1[C:4]([NH2:9])=[N:5][CH:6]=[CH:7][CH:8]=1)#[CH:16]. The catalyst class is: 7. (4) Reactant: [OH:1][C:2]1([C:26]2[NH:30][C:29]3[CH:31]=[CH:32][C:33]([C:35]#[N:36])=[CH:34][C:28]=3[N:27]=2)[C:12]2[C:13]3[C:5](=[CH:6][N:7](S(C4C=CC(C)=CC=4)(=O)=O)[C:8]=3[C:9]([CH3:15])=[CH:10][C:11]=2[CH3:14])[CH2:4][CH2:3]1.CCN(CCOC(C1(CCC(C)C)CCCCC1)=O)CC.[OH-].[K+]. Product: [OH:1][C:2]1([C:26]2[NH:30][C:29]3[CH:31]=[CH:32][C:33]([C:35]#[N:36])=[CH:34][C:28]=3[N:27]=2)[C:12]2[C:13]3[C:5](=[CH:6][NH:7][C:8]=3[C:9]([CH3:15])=[CH:10][C:11]=2[CH3:14])[CH2:4][CH2:3]1. The catalyst class is: 14. (5) Reactant: C[O:2][C:3](=[O:13])[CH2:4][CH2:5][CH:6]([N:8]1[CH2:12][CH2:11][CH2:10][CH2:9]1)[CH3:7].[OH-].[Na+].Cl. Product: [N:8]1([CH:6]([CH3:7])[CH2:5][CH2:4][C:3]([OH:13])=[O:2])[CH2:12][CH2:11][CH2:10][CH2:9]1. The catalyst class is: 6. (6) Reactant: [F:1][C:2]1[CH:34]=[CH:33][C:5]2[S:6][C:7]([S:10]([NH:13][C:14]3[CH:19]=[CH:18][C:17]([C:20]4[S:21][CH:22]=[C:23]([C:25]([O:27]C)=[O:26])[N:24]=4)=[CH:16][C:15]=3[S:29]([CH3:32])(=[O:31])=[O:30])(=[O:12])=[O:11])=[C:8]([CH3:9])[C:4]=2[CH:3]=1.[OH-].[Na+]. Product: [F:1][C:2]1[CH:34]=[CH:33][C:5]2[S:6][C:7]([S:10]([NH:13][C:14]3[CH:19]=[CH:18][C:17]([C:20]4[S:21][CH:22]=[C:23]([C:25]([OH:27])=[O:26])[N:24]=4)=[CH:16][C:15]=3[S:29]([CH3:32])(=[O:31])=[O:30])(=[O:11])=[O:12])=[C:8]([CH3:9])[C:4]=2[CH:3]=1. The catalyst class is: 5.